This data is from Reaction yield outcomes from USPTO patents with 853,638 reactions. The task is: Predict the reaction yield, written as a fraction of the theoretical maximum amount of product (1.0 means a 100% yield; for example, 0.34 means a 34% yield). (1) The reactants are N[C:2]1[S:3][C:4]2[CH:10]=[C:9]([Cl:11])[CH:8]=[CH:7][C:5]=2[N:6]=1.N([O-])=O.[Na+].[Na+].[Cl-:17].CCOCC. The catalyst is OP(O)(O)=O.O.[O-]S([O-])(=O)=O.[Cu+2].[Cu](Cl)Cl. The product is [Cl:17][C:2]1[S:3][C:4]2[CH:10]=[C:9]([Cl:11])[CH:8]=[CH:7][C:5]=2[N:6]=1. The yield is 0.480. (2) The catalyst is C1COCC1.CO.[Zn]. The reactants are [F:1][C:2]1[CH:29]=[C:28]([N+:30]([O-])=O)[CH:27]=[CH:26][C:3]=1[O:4][C:5]1[C:10]2=[CH:11][C:12]([C:14]3[CH:19]=[CH:18][N:17]=[C:16]([N:20]4[CH2:25][CH2:24][O:23][CH2:22][CH2:21]4)[CH:15]=3)=[CH:13][N:9]2[N:8]=[CH:7][N:6]=1.[NH4+].[Cl-]. The product is [F:1][C:2]1[CH:29]=[C:28]([NH2:30])[CH:27]=[CH:26][C:3]=1[O:4][C:5]1[C:10]2=[CH:11][C:12]([C:14]3[CH:19]=[CH:18][N:17]=[C:16]([N:20]4[CH2:21][CH2:22][O:23][CH2:24][CH2:25]4)[CH:15]=3)=[CH:13][N:9]2[N:8]=[CH:7][N:6]=1. The yield is 0.820. (3) The reactants are C([NH:11][CH2:12][CH2:13][CH2:14][CH2:15][C:16]1[CH:21]=[CH:20][C:19](OCCOC)=[CH:18][CH:17]=1)(OCC1C=CC=CC=1)=O.[C:27](O)(=[O:29])C.[H][H].[CH2:33]([OH:35])[CH3:34]. The catalyst is [Pd]. The product is [O:35]([CH:15]([C:16]1[CH:17]=[CH:18][CH:19]=[CH:20][CH:21]=1)[CH2:14][CH2:13][CH2:12][NH2:11])[CH2:33][CH2:34][O:29][CH3:27]. The yield is 0.920. (4) The reactants are Br[CH2:2][C:3]([NH:5][C:6]1[O:10][N:9]=[C:8]([CH3:11])[CH:7]=1)=[O:4].[C:12]([N:19]1[CH2:24][CH2:23][NH:22][CH2:21][CH2:20]1)([O:14][C:15]([CH3:18])([CH3:17])[CH3:16])=[O:13]. The catalyst is ClCCl. The product is [CH3:11][C:8]1[CH:7]=[C:6]([NH:5][C:3](=[O:4])[CH2:2][N:22]2[CH2:21][CH2:20][N:19]([C:12]([O:14][C:15]([CH3:18])([CH3:17])[CH3:16])=[O:13])[CH2:24][CH2:23]2)[O:10][N:9]=1. The yield is 0.510.